From a dataset of Forward reaction prediction with 1.9M reactions from USPTO patents (1976-2016). Predict the product of the given reaction. Given the reactants [CH2:1]([O:3][C:4](=[O:17])[C:5]([O:8][C:9]1[CH:14]=[CH:13][C:12]([OH:15])=[CH:11][C:10]=1[CH3:16])([CH3:7])[CH3:6])[CH3:2].[CH3:18][N:19]1[C:23]([CH2:24][CH2:25]O)=[CH:22][C:21]([C:27]2[CH:32]=[CH:31][C:30]([O:33][C:34]([F:37])([F:36])[F:35])=[CH:29][CH:28]=2)=[N:20]1.N(C(OC(C)(C)C)=O)=NC(OC(C)(C)C)=O.C1(P(C2C=CC=CC=2)C2C=CC=CC=2)C=CC=CC=1, predict the reaction product. The product is: [CH2:1]([O:3][C:4](=[O:17])[C:5]([CH3:6])([O:8][C:9]1[CH:14]=[CH:13][C:12]([O:15][CH2:25][CH2:24][C:23]2[N:19]([CH3:18])[N:20]=[C:21]([C:27]3[CH:28]=[CH:29][C:30]([O:33][C:34]([F:37])([F:36])[F:35])=[CH:31][CH:32]=3)[CH:22]=2)=[CH:11][C:10]=1[CH3:16])[CH3:7])[CH3:2].